This data is from Full USPTO retrosynthesis dataset with 1.9M reactions from patents (1976-2016). The task is: Predict the reactants needed to synthesize the given product. (1) Given the product [F:19][C:17]1[CH:16]=[C:15]([F:20])[CH:14]=[C:13]2[C:18]=1[C:9]([NH:8][C:7]1[C:2]([C:40]3[CH:39]=[CH:38][N:37]=[C:36]([O:35][CH3:34])[CH:41]=3)=[N:3][CH:4]=[C:5]([N:28]3[CH2:29][CH2:30][O:31][CH2:32][CH2:33]3)[CH:6]=1)=[C:10]([CH3:27])[C:11]([C:21]1[CH:26]=[CH:25][CH:24]=[CH:23][N:22]=1)=[N:12]2, predict the reactants needed to synthesize it. The reactants are: Cl[C:2]1[C:7]([NH:8][C:9]2[C:18]3[C:13](=[CH:14][C:15]([F:20])=[CH:16][C:17]=3[F:19])[N:12]=[C:11]([C:21]3[CH:26]=[CH:25][CH:24]=[CH:23][N:22]=3)[C:10]=2[CH3:27])=[CH:6][C:5]([N:28]2[CH2:33][CH2:32][O:31][CH2:30][CH2:29]2)=[CH:4][N:3]=1.[CH3:34][O:35][C:36]1[CH:41]=[C:40](B(O)O)[CH:39]=[CH:38][N:37]=1.C1(P(C2CCCCC2)C2CCCCC2)CCCCC1.[O-]P([O-])([O-])=O.[K+].[K+].[K+]. (2) Given the product [Cl:1][C:2]1[CH:3]=[N:4][CH:5]=[C:6]([Cl:20])[C:7]=1[S:8][C:9]1[S:13][C:12]([C:14]([NH:27][CH2:26][C:25]2[CH:28]=[CH:29][CH:30]=[C:23]([C:22]([F:21])([F:31])[F:32])[CH:24]=2)=[O:15])=[CH:11][C:10]=1[N+:17]([O-:19])=[O:18], predict the reactants needed to synthesize it. The reactants are: [Cl:1][C:2]1[CH:3]=[N:4][CH:5]=[C:6]([Cl:20])[C:7]=1[S:8][C:9]1[S:13][C:12]([C:14](Cl)=[O:15])=[CH:11][C:10]=1[N+:17]([O-:19])=[O:18].[F:21][C:22]([F:32])([F:31])[C:23]1[CH:24]=[C:25]([CH:28]=[CH:29][CH:30]=1)[CH2:26][NH2:27]. (3) Given the product [Cl:35][C:9]1([C:3]2[CH:4]=[C:5]([CH3:8])[CH:6]=[CH:7][C:2]=2[CH3:1])[C:13](=[O:14])[C:12]2([CH2:15][CH2:16][N:17]([O:20][CH3:21])[CH2:18][CH2:19]2)[N:11]([O:22][CH2:23][O:24][CH3:25])[C:10]1=[O:26], predict the reactants needed to synthesize it. The reactants are: [CH3:1][C:2]1[CH:7]=[CH:6][C:5]([CH3:8])=[CH:4][C:3]=1[CH:9]1[C:13](=[O:14])[C:12]2([CH2:19][CH2:18][N:17]([O:20][CH3:21])[CH2:16][CH2:15]2)[N:11]([O:22][CH2:23][O:24][CH3:25])[C:10]1=[O:26].C(=O)([O-])O.[Na+].S(Cl)([Cl:35])(=O)=O.C(=O)([O-])[O-].[Na+].[Na+].